Dataset: Reaction yield outcomes from USPTO patents with 853,638 reactions. Task: Predict the reaction yield, written as a fraction of the theoretical maximum amount of product (1.0 means a 100% yield; for example, 0.34 means a 34% yield). The product is [CH2:16]([O:15][C:11]1[CH:10]=[CH:9][C:8]2[N:7]3[CH2:23][CH2:24][CH2:25][NH:26][C:4](=[O:5])[C:6]3=[CH:14][C:13]=2[CH:12]=1)[C:17]1[CH:22]=[CH:21][CH:20]=[CH:19][CH:18]=1. The catalyst is CN(C)C=O.O.ClCCl. The reactants are C(O[C:4]([C:6]1[N:7]([CH2:23][CH2:24][CH2:25][NH2:26])[C:8]2[C:13]([CH:14]=1)=[CH:12][C:11]([O:15][CH2:16][C:17]1[CH:22]=[CH:21][CH:20]=[CH:19][CH:18]=1)=[CH:10][CH:9]=2)=[O:5])C.[H-].[Na+]. The yield is 0.670.